Task: Regression. Given a peptide amino acid sequence and an MHC pseudo amino acid sequence, predict their binding affinity value. This is MHC class I binding data.. Dataset: Peptide-MHC class I binding affinity with 185,985 pairs from IEDB/IMGT (1) The peptide sequence is THEANTMAM. The MHC is HLA-B44:02 with pseudo-sequence HLA-B44:02. The binding affinity (normalized) is 0.0847. (2) The peptide sequence is GLFGAIAGFI. The MHC is HLA-A02:03 with pseudo-sequence HLA-A02:03. The binding affinity (normalized) is 1.00. (3) The peptide sequence is TEEVQWTEMAE. The MHC is HLA-B27:05 with pseudo-sequence HLA-B27:05. The binding affinity (normalized) is 0. (4) The peptide sequence is YLLPSRGPKL. The MHC is HLA-A02:01 with pseudo-sequence HLA-A02:01. The binding affinity (normalized) is 0.402. (5) The binding affinity (normalized) is 0.232. The MHC is Mamu-A2601 with pseudo-sequence Mamu-A2601. The peptide sequence is QLLIAILLL. (6) The peptide sequence is EELKEEALKHF. The MHC is Mamu-A11 with pseudo-sequence Mamu-A11. The binding affinity (normalized) is 0.0246.